Dataset: Catalyst prediction with 721,799 reactions and 888 catalyst types from USPTO. Task: Predict which catalyst facilitates the given reaction. (1) Product: [CH3:19][O:18][C:16](=[O:17])[CH2:15][N:4]1[C:5]2[CH:10]=[CH:9][CH:8]=[CH:7][C:6]=2[S:1][CH2:2][C:3]1=[O:11]. Reactant: [S:1]1[C:6]2[CH:7]=[CH:8][CH:9]=[CH:10][C:5]=2[NH:4][C:3](=[O:11])[CH2:2]1.[H-].[Na+].Br[CH2:15][C:16]([O:18][CH3:19])=[O:17].C(O)(=O)CC(CC(O)=O)(C(O)=O)O. The catalyst class is: 35. (2) Product: [F:14][CH2:13][CH:10]([O:9][C:8]1[CH:7]=[CH:6][C:5]([C:15]2[O:19][N:18]=[C:17]([C:20]3[CH:37]=[CH:36][C:23]4[CH2:24][CH2:25][NH:26][CH2:27][CH2:28][C:22]=4[CH:21]=3)[N:16]=2)=[CH:4][C:3]=1[C:1]#[N:2])[CH2:11][F:12]. Reactant: [C:1]([C:3]1[CH:4]=[C:5]([C:15]2[O:19][N:18]=[C:17]([C:20]3[CH:37]=[CH:36][C:23]4[CH2:24][CH2:25][N:26](C(OC(C)(C)C)=O)[CH2:27][CH2:28][C:22]=4[CH:21]=3)[N:16]=2)[CH:6]=[CH:7][C:8]=1[O:9][CH:10]([CH2:13][F:14])[CH2:11][F:12])#[N:2].FC(F)(F)C(O)=O. The catalyst class is: 2. (3) Reactant: BrC1C=CC([CH2:8][C:9]([NH:11][C:12]2[CH:17]=[CH:16][C:15]([CH2:18][N:19]3[CH2:24][CH2:23][N:22]([CH2:25][CH3:26])[CH2:21][CH2:20]3)=[C:14]([C:27]([F:30])([F:29])[F:28])[CH:13]=2)=[O:10])=C(F)C=1.CC1(C)C(C)(C)OB(C2C=CC=NC=2)O1.C([O-])([O-])=O.[Cs+].[Cs+]. Product: [CH2:25]([N:22]1[CH2:23][CH2:24][N:19]([CH2:18][C:15]2[CH:16]=[CH:17][C:12]([NH:11][C:9](=[O:10])[CH3:8])=[CH:13][C:14]=2[C:27]([F:29])([F:28])[F:30])[CH2:20][CH2:21]1)[CH3:26]. The catalyst class is: 117.